This data is from NCI-60 drug combinations with 297,098 pairs across 59 cell lines. The task is: Regression. Given two drug SMILES strings and cell line genomic features, predict the synergy score measuring deviation from expected non-interaction effect. (1) Drug 1: CC1=C(C=C(C=C1)NC(=O)C2=CC=C(C=C2)CN3CCN(CC3)C)NC4=NC=CC(=N4)C5=CN=CC=C5. Drug 2: CC1=C(C(=O)C2=C(C1=O)N3CC4C(C3(C2COC(=O)N)OC)N4)N. Cell line: T-47D. Synergy scores: CSS=8.15, Synergy_ZIP=-1.51, Synergy_Bliss=-0.222, Synergy_Loewe=-6.62, Synergy_HSA=-5.87. (2) Drug 1: CN(CC1=CN=C2C(=N1)C(=NC(=N2)N)N)C3=CC=C(C=C3)C(=O)NC(CCC(=O)O)C(=O)O. Drug 2: CC1=C(C=C(C=C1)C(=O)NC2=CC(=CC(=C2)C(F)(F)F)N3C=C(N=C3)C)NC4=NC=CC(=N4)C5=CN=CC=C5. Cell line: M14. Synergy scores: CSS=3.86, Synergy_ZIP=-1.31, Synergy_Bliss=-0.889, Synergy_Loewe=-3.73, Synergy_HSA=-0.831. (3) Drug 1: CN(C)N=NC1=C(NC=N1)C(=O)N. Drug 2: C1CN1P(=S)(N2CC2)N3CC3. Cell line: SK-MEL-28. Synergy scores: CSS=1.07, Synergy_ZIP=-0.777, Synergy_Bliss=1.47, Synergy_Loewe=-4.02, Synergy_HSA=0.00584. (4) Drug 1: CN1CCC(CC1)COC2=C(C=C3C(=C2)N=CN=C3NC4=C(C=C(C=C4)Br)F)OC. Drug 2: CC1=C(C(=O)C2=C(C1=O)N3CC4C(C3(C2COC(=O)N)OC)N4)N. Cell line: ACHN. Synergy scores: CSS=38.1, Synergy_ZIP=4.00, Synergy_Bliss=4.27, Synergy_Loewe=-5.72, Synergy_HSA=6.61. (5) Drug 2: C(CCl)NC(=O)N(CCCl)N=O. Drug 1: CC1OCC2C(O1)C(C(C(O2)OC3C4COC(=O)C4C(C5=CC6=C(C=C35)OCO6)C7=CC(=C(C(=C7)OC)O)OC)O)O. Synergy scores: CSS=49.8, Synergy_ZIP=-3.74, Synergy_Bliss=-3.48, Synergy_Loewe=-18.8, Synergy_HSA=-3.45. Cell line: NCIH23.